From a dataset of Full USPTO retrosynthesis dataset with 1.9M reactions from patents (1976-2016). Predict the reactants needed to synthesize the given product. (1) Given the product [Br:1][C:2]1[C:10]2[C:9](=[O:11])[N:8]([CH2:25][CH2:24][C:19]3[CH:20]=[CH:21][CH:22]=[CH:23][N:18]=3)[N:7]=[C:6]([C:12]3[CH:17]=[CH:16][N:15]=[CH:14][CH:13]=3)[C:5]=2[S:4][CH:3]=1, predict the reactants needed to synthesize it. The reactants are: [Br:1][C:2]1[C:10]2[C:9](=[O:11])[NH:8][N:7]=[C:6]([C:12]3[CH:17]=[CH:16][N:15]=[CH:14][CH:13]=3)[C:5]=2[S:4][CH:3]=1.[N:18]1[CH:23]=[CH:22][CH:21]=[CH:20][C:19]=1[CH2:24][CH2:25]O. (2) The reactants are: [CH3:1][O:2][C:3]1[CH:8]=[CH:7][C:6]([S:9](Cl)(=[O:11])=[O:10])=[CH:5][CH:4]=1.[CH2:13]1[C:18]2[NH:19][C:20]3[C:25]([C:17]=2[CH2:16][CH:15]([C:26]([NH2:28])=[O:27])[NH:14]1)=[CH:24][CH:23]=[CH:22][CH:21]=3.C(N(CC)CC)C.O. Given the product [CH3:1][O:2][C:3]1[CH:8]=[CH:7][C:6]([S:9]([N:14]2[CH:15]([C:26]([NH2:28])=[O:27])[CH2:16][C:17]3[C:25]4[C:20](=[CH:21][CH:22]=[CH:23][CH:24]=4)[NH:19][C:18]=3[CH2:13]2)(=[O:11])=[O:10])=[CH:5][CH:4]=1, predict the reactants needed to synthesize it. (3) The reactants are: [OH:1][C:2]1[CH:7]=[CH:6][C:5]([C:8](=[O:10])[CH3:9])=[CH:4][CH:3]=1.Br[CH2:12][CH2:13][C:14]([Cl:16])=O.C(=O)([O-])[O-].[K+].[K+]. Given the product [Cl:16][CH2:14][CH2:13][CH2:12][O:1][C:2]1[CH:7]=[CH:6][C:5]([C:8](=[O:10])[CH3:9])=[CH:4][CH:3]=1, predict the reactants needed to synthesize it. (4) Given the product [CH:16]1([N:9]2[C:10]3=[N:15][CH:14]=[CH:13][N:12]=[C:11]3[N:7]([C@H:5]3[CH2:6][C@H:3]([NH:2][C:21]4[S:22][C:23]5[CH:29]=[C:28]([F:30])[CH:27]=[CH:26][C:24]=5[N:25]=4)[CH2:4]3)[C:8]2=[O:19])[CH2:17][CH2:18]1, predict the reactants needed to synthesize it. The reactants are: Cl.[NH2:2][C@H:3]1[CH2:6][C@H:5]([N:7]2[C:11]3=[N:12][CH:13]=[CH:14][N:15]=[C:10]3[N:9]([CH:16]3[CH2:18][CH2:17]3)[C:8]2=[O:19])[CH2:4]1.Cl[C:21]1[S:22][C:23]2[CH:29]=[C:28]([F:30])[CH:27]=[CH:26][C:24]=2[N:25]=1.C(NC(C)C)(C)C. (5) Given the product [N:50]1[C:51]([C:59]2[CH:60]=[C:61]([NH:65][C:23]([C:15]3[C:16](=[O:22])[O:17][C:18]4[C:13]([CH:14]=3)=[CH:12][C:11]([OH:10])=[C:20]([OH:21])[CH:19]=4)=[O:25])[CH:62]=[CH:63][CH:64]=2)=[CH:52][N:53]2[CH:58]=[CH:57][CH:56]=[CH:55][C:54]=12, predict the reactants needed to synthesize it. The reactants are: CCN(C(C)C)C(C)C.[OH:10][C:11]1[CH:12]=[C:13]2[C:18](=[CH:19][C:20]=1[OH:21])[O:17][C:16](=[O:22])[C:15]([C:23]([OH:25])=O)=[CH:14]2.CN(C(ON1N=NC2C=CC=NC1=2)=[N+](C)C)C.F[P-](F)(F)(F)(F)F.[N:50]1[C:51]([C:59]2[CH:60]=[C:61]([NH2:65])[CH:62]=[CH:63][CH:64]=2)=[CH:52][N:53]2[CH:58]=[CH:57][CH:56]=[CH:55][C:54]=12.